This data is from Reaction yield outcomes from USPTO patents with 853,638 reactions. The task is: Predict the reaction yield, written as a fraction of the theoretical maximum amount of product (1.0 means a 100% yield; for example, 0.34 means a 34% yield). (1) The catalyst is OCCOCCO. The product is [Br:1][C:2]1[CH:7]=[CH:6][C:5]([CH2:8][CH3:9])=[C:4]([O:11][CH2:12][CH2:13][CH2:14][O:15][CH3:16])[CH:3]=1. The reactants are [Br:1][C:2]1[CH:7]=[CH:6][C:5]([C:8](=O)[CH3:9])=[C:4]([O:11][CH2:12][CH2:13][CH2:14][O:15][CH3:16])[CH:3]=1.[OH-].[K+].NN.Cl. The yield is 0.870. (2) The reactants are [Br:1][C:2]1[C:3](=[O:14])[CH2:4][CH2:5][CH2:6][C:7]=1[CH2:8][CH2:9][CH2:10][CH2:11][O:12][CH3:13].[B]1OC2C(=CC=CC=2)O1.[OH-].[Na+]. The catalyst is C1(C)C=CC=CC=1. The product is [Br:1][C:2]1[CH:3]([OH:14])[CH2:4][CH2:5][CH2:6][C:7]=1[CH2:8][CH2:9][CH2:10][CH2:11][O:12][CH3:13]. The yield is 0.970.